Predict the reaction yield, written as a fraction of the theoretical maximum amount of product (1.0 means a 100% yield; for example, 0.34 means a 34% yield). From a dataset of Reaction yield outcomes from USPTO patents with 853,638 reactions. (1) The reactants are Br[C:2]1[CH:7]=[C:6]([F:8])[CH:5]=[C:4]([Br:9])[CH:3]=1.CC(C)([O-])C.[K+].[CH3:16][N:17]1[CH2:22][CH2:21][NH:20][CH2:19][CH2:18]1. The catalyst is C1(C)C=CC=CC=1. The product is [Br:9][C:4]1[CH:3]=[C:2]([N:20]2[CH2:21][CH2:22][N:17]([CH3:16])[CH2:18][CH2:19]2)[CH:7]=[C:6]([F:8])[CH:5]=1. The yield is 0.372. (2) The reactants are F[C:2](F)(F)[C:3](O)=O.[CH3:8][O:9][C:10]1[C:19]2[N:18]=[C:17]([NH:20][C:21](=[O:28])[C:22]3[CH:27]=[CH:26][CH:25]=[N:24][CH:23]=3)[N:16]3[CH2:29][CH2:30][N:31]=[C:15]3[C:14]=2[CH:13]=[CH:12][C:11]=1[O:32][CH2:33][CH2:34][CH:35]1[O:40][CH2:39][CH2:38][NH:37][CH2:36]1.C(=O)C.C(O[BH-](OC(=O)C)OC(=O)C)(=O)C.[Na+].C(O)(=O)C.Cl. The catalyst is C1COCC1.CO. The product is [CH2:2]([N:37]1[CH2:38][CH2:39][O:40][CH:35]([CH2:34][CH2:33][O:32][C:11]2[CH:12]=[CH:13][C:14]3[C:15]4[N:16]([CH2:29][CH2:30][N:31]=4)[C:17]([NH:20][C:21](=[O:28])[C:22]4[CH:27]=[CH:26][CH:25]=[N:24][CH:23]=4)=[N:18][C:19]=3[C:10]=2[O:9][CH3:8])[CH2:36]1)[CH3:3]. The yield is 0.200. (3) The reactants are [NH2:1][CH2:2][CH2:3][O:4][CH2:5][CH2:6][O:7][CH2:8][CH:9]([O:18][CH2:19][C:20]([OH:22])=[O:21])[CH2:10][O:11][CH2:12][CH2:13][O:14][CH2:15][CH2:16][NH2:17].CCN([CH:29]([CH3:31])[CH3:30])C(C)C.Cl[Si](C)(C)C.[C:37](Cl)([O:39][CH2:40][CH:41]1[C:53]2[C:48](=[CH:49][CH:50]=[CH:51][CH:52]=2)[C:47]2[C:42]1=[CH:43][CH:44]=[CH:45][CH:46]=2)=[O:38]. The catalyst is C(Cl)Cl. The product is [CH:52]1[C:53]2[CH:41]([CH2:40][O:39][C:37]([NH:1][CH2:2][CH2:3][O:4][CH2:5][CH2:6][O:7][CH2:8][CH:9]([O:18][CH2:19][C:20]([OH:22])=[O:21])[CH2:10][O:11][CH2:12][CH2:13][O:14][CH2:15][CH2:16][NH:17][C:37]([O:39][CH2:40][CH:30]3[C:29]4[CH:31]=[CH:51][CH:52]=[CH:53][C:41]=4[C:42]4[C:47]3=[CH:46][CH:45]=[CH:44][CH:43]=4)=[O:38])=[O:38])[C:42]3[C:47](=[CH:46][CH:45]=[CH:44][CH:43]=3)[C:48]=2[CH:49]=[CH:50][CH:51]=1. The yield is 0.420. (4) The reactants are Br[C:2]1[C:18]([F:19])=[CH:17][C:5]2[O:6][CH2:7][CH2:8][C:9]3[S:13][C:12]([C:14]([NH2:16])=[O:15])=[N:11][C:10]=3[C:4]=2[CH:3]=1.[CH3:20][N:21]1[CH:25]=[C:24]([C:26]([OH:30])([C:28]#[CH:29])[CH3:27])[N:23]=[CH:22]1. No catalyst specified. The product is [F:19][C:18]1[C:2]([C:29]#[C:28][C:26]([OH:30])([C:24]2[N:23]=[CH:22][N:21]([CH3:20])[CH:25]=2)[CH3:27])=[CH:3][C:4]2[C:10]3[N:11]=[C:12]([C:14]([NH2:16])=[O:15])[S:13][C:9]=3[CH2:8][CH2:7][O:6][C:5]=2[CH:17]=1. The yield is 0.0900. (5) The reactants are [C:1]([CH:4]([CH:10]([CH2:16][CH2:17][CH3:18])[C:11]([O:13][CH2:14]C)=[O:12])[C:5]([O:7]CC)=O)(=O)[CH3:2].[NH2:19][C:20]1[N:24]=[C:23]([CH:25]([CH3:27])[CH3:26])[NH:22][N:21]=1.[OH-].[Na+].S(Cl)(Cl)=O. The catalyst is C1(C)C=CC=CC=1. The product is [OH:7][C:5]1[N:21]2[N:22]=[C:23]([CH:25]([CH3:27])[CH3:26])[N:24]=[C:20]2[N:19]=[C:1]([CH3:2])[C:4]=1[CH:10]([CH2:16][CH2:17][CH3:18])[C:11]([O:13][CH3:14])=[O:12]. The yield is 0.110. (6) The reactants are [OH-].[Na+].Cl.Cl.[CH:5]([N:8]1[CH2:13][CH2:12][NH:11][CH2:10][CH2:9]1)([CH3:7])[CH3:6].[CH:14]([C:16]1[CH:24]=[CH:23][C:19]([C:20](Cl)=[O:21])=[CH:18][CH:17]=1)=[O:15]. The catalyst is O.C1(C)C=CC=CC=1. The product is [CH:5]([N:8]1[CH2:13][CH2:12][N:11]([C:14]([C:16]2[CH:24]=[CH:23][C:19]([CH:20]=[O:21])=[CH:18][CH:17]=2)=[O:15])[CH2:10][CH2:9]1)([CH3:7])[CH3:6]. The yield is 1.01. (7) The reactants are CN(CCN(C)C)C.[Li][CH:10]([CH2:12]C)[CH3:11].[F:14][C:15]1[CH:16]=[C:17]([CH:21]=[CH:22][C:23]=1[F:24])[C:18]([OH:20])=[O:19].CSC.BrCC=C. The catalyst is C1COCC1. The product is [CH2:12]([C:16]1[C:15]([F:14])=[C:23]([F:24])[CH:22]=[CH:21][C:17]=1[C:18]([OH:20])=[O:19])[CH:10]=[CH2:11]. The yield is 0.550. (8) The reactants are Br[CH:2]([C:8](=[O:35])[N:9]1[CH2:14][CH2:13][CH:12]([C:15]2[S:16][CH:17]=[C:18]([C:20]3[CH2:24][CH:23]([C:25]4[CH:30]=[CH:29][CH:28]=[CH:27][C:26]=4[O:31][CH2:32][C:33]#[CH:34])[O:22][N:21]=3)[N:19]=2)[CH2:11][CH2:10]1)[C:3]([O:5][CH2:6][CH3:7])=[O:4].[F:36][CH:37]([F:46])[C:38]1[CH:42]=[C:41]([CH:43]([F:45])[F:44])[NH:40][N:39]=1.C(=O)([O-])[O-].[K+].[K+].[I-].[K+]. The catalyst is C(#N)C.O. The product is [F:45][CH:43]([F:44])[C:41]1[CH:42]=[C:38]([CH:37]([F:36])[F:46])[N:39]([CH:2]([C:8](=[O:35])[N:9]2[CH2:14][CH2:13][CH:12]([C:15]3[S:16][CH:17]=[C:18]([C:20]4[CH2:24][CH:23]([C:25]5[CH:30]=[CH:29][CH:28]=[CH:27][C:26]=5[O:31][CH2:32][C:33]#[CH:34])[O:22][N:21]=4)[N:19]=3)[CH2:11][CH2:10]2)[C:3]([O:5][CH2:6][CH3:7])=[O:4])[N:40]=1. The yield is 0.880. (9) The reactants are F[C:2]1[CH:9]=[C:8]([F:10])[CH:7]=[C:6]([F:11])[C:3]=1[C:4]#[N:5].[F:12][C:13]1[CH:18]=[C:17]([I:19])[CH:16]=[CH:15][C:14]=1[NH2:20].CC(C)([O-])C.[K+]. The catalyst is C1COCC1. The product is [F:11][C:6]1[CH:7]=[C:8]([F:10])[CH:9]=[C:2]([NH:20][C:14]2[CH:15]=[CH:16][C:17]([I:19])=[CH:18][C:13]=2[F:12])[C:3]=1[C:4]#[N:5]. The yield is 0.271.